This data is from Full USPTO retrosynthesis dataset with 1.9M reactions from patents (1976-2016). The task is: Predict the reactants needed to synthesize the given product. (1) Given the product [C:35]([N:17]1[CH2:16][CH2:15][CH:14]([C@H:12]2[CH2:13][C@H:11]2[CH2:10][CH2:9][O:8][C:7]2[N:6]=[CH:5][C:4]([CH2:20][C:21]([O:23][C:24]([CH3:27])([CH3:26])[CH3:25])=[O:22])=[CH:3][C:2]=2[CH3:1])[CH2:19][CH2:18]1)#[N:34], predict the reactants needed to synthesize it. The reactants are: [CH3:1][C:2]1[CH:3]=[C:4]([CH2:20][C:21]([O:23][C:24]([CH3:27])([CH3:26])[CH3:25])=[O:22])[CH:5]=[N:6][C:7]=1[O:8][CH2:9][CH2:10][C@@H:11]1[CH2:13][C@@H:12]1[CH:14]1[CH2:19][CH2:18][NH:17][CH2:16][CH2:15]1.C([O-])([O-])=O.[K+].[K+].[N:34]#[C:35]Br. (2) Given the product [CH2:16]([N:42]([CH2:41][C:5]1([C:8]2[CH:9]=[CH:10][CH:11]=[CH:12][CH:13]=2)[CH2:4][CH2:3][N:2]([CH3:1])[CH2:7][CH2:6]1)[C:39]([NH:38][C:30]1[C:31]([CH:35]([CH3:36])[CH3:37])=[CH:32][CH:33]=[CH:34][C:29]=1[CH:26]([CH3:27])[CH3:28])=[O:40])[C:17]1[CH:22]=[CH:21][CH:20]=[CH:19][CH:18]=1, predict the reactants needed to synthesize it. The reactants are: [CH3:1][N:2]1[CH2:7][CH2:6][C:5](NC)([C:8]2[CH:13]=[CH:12][CH:11]=[CH:10][CH:9]=2)[CH2:4][CH2:3]1.[CH:16](=O)[C:17]1[CH:22]=[CH:21][CH:20]=[CH:19][CH:18]=1.[BH4-].[Na+].[CH:26]([C:29]1[CH:34]=[CH:33][CH:32]=[C:31]([CH:35]([CH3:37])[CH3:36])[C:30]=1[N:38]=[C:39]=[O:40])([CH3:28])[CH3:27].[CH3:41][N:42](C)C=O. (3) Given the product [Cl:6][S:7]([O:10][Si:3]([CH3:5])([CH3:4])[CH3:2])(=[O:9])=[O:8], predict the reactants needed to synthesize it. The reactants are: [Cl-].[CH3:2][SiH:3]([CH3:5])[CH3:4].[Cl:6][S:7]([OH:10])(=[O:9])=[O:8].Cl.